This data is from NCI-60 drug combinations with 297,098 pairs across 59 cell lines. The task is: Regression. Given two drug SMILES strings and cell line genomic features, predict the synergy score measuring deviation from expected non-interaction effect. (1) Drug 2: C1CC(=O)NC(=O)C1N2C(=O)C3=CC=CC=C3C2=O. Drug 1: C1CC(=O)NC(=O)C1N2CC3=C(C2=O)C=CC=C3N. Cell line: HOP-92. Synergy scores: CSS=0.533, Synergy_ZIP=-1.33, Synergy_Bliss=-2.32, Synergy_Loewe=-3.52, Synergy_HSA=-3.29. (2) Drug 1: C1CC(=O)NC(=O)C1N2C(=O)C3=CC=CC=C3C2=O. Drug 2: CC(C)CN1C=NC2=C1C3=CC=CC=C3N=C2N. Cell line: EKVX. Synergy scores: CSS=-7.37, Synergy_ZIP=2.35, Synergy_Bliss=-3.30, Synergy_Loewe=-8.23, Synergy_HSA=-7.90. (3) Cell line: SR. Drug 1: CC1C(C(=O)NC(C(=O)N2CCCC2C(=O)N(CC(=O)N(C(C(=O)O1)C(C)C)C)C)C(C)C)NC(=O)C3=C4C(=C(C=C3)C)OC5=C(C(=O)C(=C(C5=N4)C(=O)NC6C(OC(=O)C(N(C(=O)CN(C(=O)C7CCCN7C(=O)C(NC6=O)C(C)C)C)C)C(C)C)C)N)C. Synergy scores: CSS=-6.09, Synergy_ZIP=2.64, Synergy_Bliss=1.25, Synergy_Loewe=-7.07, Synergy_HSA=-6.48. Drug 2: CC1=C(C=C(C=C1)C(=O)NC2=CC(=CC(=C2)C(F)(F)F)N3C=C(N=C3)C)NC4=NC=CC(=N4)C5=CN=CC=C5. (4) Drug 1: CCCCCOC(=O)NC1=NC(=O)N(C=C1F)C2C(C(C(O2)C)O)O. Drug 2: C1CC(=O)NC(=O)C1N2C(=O)C3=CC=CC=C3C2=O. Cell line: UO-31. Synergy scores: CSS=-5.16, Synergy_ZIP=4.45, Synergy_Bliss=1.95, Synergy_Loewe=-3.28, Synergy_HSA=-3.83. (5) Drug 1: C1CCC(C1)C(CC#N)N2C=C(C=N2)C3=C4C=CNC4=NC=N3. Drug 2: COC1=NC(=NC2=C1N=CN2C3C(C(C(O3)CO)O)O)N. Cell line: PC-3. Synergy scores: CSS=-5.85, Synergy_ZIP=1.91, Synergy_Bliss=-1.31, Synergy_Loewe=-1.77, Synergy_HSA=-3.18. (6) Drug 1: C1=CC(=CC=C1CCC2=CNC3=C2C(=O)NC(=N3)N)C(=O)NC(CCC(=O)O)C(=O)O. Drug 2: C1=CN(C=N1)CC(O)(P(=O)(O)O)P(=O)(O)O. Cell line: HT29. Synergy scores: CSS=39.1, Synergy_ZIP=4.13, Synergy_Bliss=3.72, Synergy_Loewe=-16.7, Synergy_HSA=2.99. (7) Drug 1: CC1C(C(CC(O1)OC2CC(CC3=C2C(=C4C(=C3O)C(=O)C5=C(C4=O)C(=CC=C5)OC)O)(C(=O)CO)O)N)O.Cl. Drug 2: C1C(C(OC1N2C=NC3=C2NC=NCC3O)CO)O. Cell line: LOX IMVI. Synergy scores: CSS=4.95, Synergy_ZIP=-0.408, Synergy_Bliss=3.49, Synergy_Loewe=-7.08, Synergy_HSA=0.0328. (8) Drug 1: CCC(=C(C1=CC=CC=C1)C2=CC=C(C=C2)OCCN(C)C)C3=CC=CC=C3.C(C(=O)O)C(CC(=O)O)(C(=O)O)O. Drug 2: C1=CN(C=N1)CC(O)(P(=O)(O)O)P(=O)(O)O. Cell line: SNB-19. Synergy scores: CSS=-0.869, Synergy_ZIP=1.85, Synergy_Bliss=1.74, Synergy_Loewe=-0.0834, Synergy_HSA=-0.606. (9) Drug 1: C1=NC2=C(N1)C(=S)N=C(N2)N. Drug 2: CC1=C(C(CCC1)(C)C)C=CC(=CC=CC(=CC(=O)O)C)C. Cell line: MOLT-4. Synergy scores: CSS=22.7, Synergy_ZIP=-9.32, Synergy_Bliss=-18.7, Synergy_Loewe=-21.8, Synergy_HSA=-17.4. (10) Drug 1: CCC1=CC2CC(C3=C(CN(C2)C1)C4=CC=CC=C4N3)(C5=C(C=C6C(=C5)C78CCN9C7C(C=CC9)(C(C(C8N6C)(C(=O)OC)O)OC(=O)C)CC)OC)C(=O)OC.C(C(C(=O)O)O)(C(=O)O)O. Drug 2: CC1=C2C(C(=O)C3(C(CC4C(C3C(C(C2(C)C)(CC1OC(=O)C(C(C5=CC=CC=C5)NC(=O)OC(C)(C)C)O)O)OC(=O)C6=CC=CC=C6)(CO4)OC(=O)C)O)C)O. Cell line: COLO 205. Synergy scores: CSS=54.7, Synergy_ZIP=-5.27, Synergy_Bliss=-8.30, Synergy_Loewe=-8.88, Synergy_HSA=-6.05.